From a dataset of Reaction yield outcomes from USPTO patents with 853,638 reactions. Predict the reaction yield, written as a fraction of the theoretical maximum amount of product (1.0 means a 100% yield; for example, 0.34 means a 34% yield). (1) The product is [CH3:13][O:14][N:15]=[C:16]([C:32]1[O:33][CH2:34][CH2:35][N:36]=1)[C:17]1[CH:22]=[CH:21][CH:20]=[CH:19][C:18]=1[OH:23]. The reactants are C1(OC)C=CC=CC=1.[Cl-].[Al+3].[Cl-].[Cl-].[CH3:13][O:14][N:15]=[C:16]([C:32]1[O:33][CH2:34][CH2:35][N:36]=1)[C:17]1[CH:22]=[CH:21][CH:20]=[CH:19][C:18]=1[O:23]CC1C=CC(Cl)=CC=1. The yield is 0.560. The catalyst is O. (2) The reactants are [Cl:1][C:2]1[N:10]=[C:9]2[C:5]([N:6]=[CH:7][N:8]2[CH:11]2[CH2:16][CH2:15][CH2:14][CH2:13][O:12]2)=[C:4]([N:17]2[CH2:22][CH2:21][O:20][CH2:19][CH2:18]2)[N:3]=1.[Li]CCCC.[O:28]1[CH2:31][C:30](=[O:32])[CH2:29]1. The catalyst is C1COCC1. The product is [Cl:1][C:2]1[N:10]=[C:9]2[C:5]([N:6]=[C:7]([C:30]3([OH:32])[CH2:31][O:28][CH2:29]3)[N:8]2[CH:11]2[CH2:16][CH2:15][CH2:14][CH2:13][O:12]2)=[C:4]([N:17]2[CH2:22][CH2:21][O:20][CH2:19][CH2:18]2)[N:3]=1. The yield is 0.700.